From a dataset of Full USPTO retrosynthesis dataset with 1.9M reactions from patents (1976-2016). Predict the reactants needed to synthesize the given product. (1) Given the product [C:20]1([CH2:19][N:6]2[C:7]3[C:12](=[CH:11][CH:10]=[C:9]([C:14]([F:17])([F:16])[F:15])[CH:8]=3)[CH:13]=[C:5]2[C:3]([OH:2])=[O:4])[C:29]2[C:24](=[CH:25][CH:26]=[CH:27][CH:28]=2)[CH:23]=[CH:22][CH:21]=1, predict the reactants needed to synthesize it. The reactants are: C[O:2][C:3]([C:5]1[NH:6][C:7]2[C:12]([CH:13]=1)=[CH:11][CH:10]=[C:9]([C:14]([F:17])([F:16])[F:15])[CH:8]=2)=[O:4].Br[CH2:19][C:20]1[C:29]2[C:24](=[CH:25][CH:26]=[CH:27][CH:28]=2)[CH:23]=[CH:22][CH:21]=1. (2) Given the product [N+:9]([C:6]1[CH:7]=[CH:8][C:3]([CH2:2][N:20]2[C:16](=[O:26])[C:17]3[C:18](=[CH:22][CH:23]=[CH:24][CH:25]=3)[C:19]2=[O:21])=[C:4]([C:12]([F:15])([F:14])[F:13])[CH:5]=1)([O-:11])=[O:10], predict the reactants needed to synthesize it. The reactants are: Br[CH2:2][C:3]1[CH:8]=[CH:7][C:6]([N+:9]([O-:11])=[O:10])=[CH:5][C:4]=1[C:12]([F:15])([F:14])[F:13].[C:16]1(=[O:26])[NH:20][C:19](=[O:21])[C:18]2=[CH:22][CH:23]=[CH:24][CH:25]=[C:17]12.[K]. (3) Given the product [Cl:1][C:2]1[CH:11]=[C:10]([C:12]#[N:13])[CH:9]=[C:8]([Cl:14])[C:3]=1[C:4]([OH:6])=[O:5], predict the reactants needed to synthesize it. The reactants are: [Cl:1][C:2]1[CH:11]=[C:10]([C:12]#[N:13])[CH:9]=[C:8]([Cl:14])[C:3]=1[C:4]([O:6]C)=[O:5].[Li+].[I-]. (4) The reactants are: [C:1]([OH:5])(=[O:4])[CH2:2][CH3:3].[O-2].[Ca+2:7].C(=O)([O-])[O-].[Ca+2]. Given the product [C:1]([O-:5])(=[O:4])[CH2:2][CH3:3].[Ca+2:7].[C:1]([O-:5])(=[O:4])[CH2:2][CH3:3], predict the reactants needed to synthesize it. (5) The reactants are: [CH:1]([C:7]1[NH:8][C:9]2[C:14]([CH:15]=1)=[CH:13][CH:12]=[CH:11][CH:10]=2)=[CH:2][CH2:3][CH2:4][CH2:5][CH3:6]. Given the product [CH2:1]([C:7]1[NH:8][C:9]2[C:14]([CH:15]=1)=[CH:13][CH:12]=[CH:11][CH:10]=2)[CH2:2][CH2:3][CH2:4][CH2:5][CH3:6], predict the reactants needed to synthesize it. (6) Given the product [Cl:8][C:6]1[CH:5]=[CH:4][N:3]=[C:2]([NH:1][C:12]([NH:11][CH2:9][CH3:10])=[O:13])[CH:7]=1, predict the reactants needed to synthesize it. The reactants are: [NH2:1][C:2]1[CH:7]=[C:6]([Cl:8])[CH:5]=[CH:4][N:3]=1.[CH2:9]([N:11]=[C:12]=[O:13])[CH3:10]. (7) Given the product [ClH:26].[ClH:26].[CH3:8][C:9]1([CH3:25])[CH2:14][NH:13][CH2:12][C:11]2[CH:22]=[N:23][NH:24][C:10]1=2, predict the reactants needed to synthesize it. The reactants are: FC(F)(F)C(O)=O.[CH3:8][C:9]1([CH3:25])[CH2:14][N:13](C(OC(C)(C)C)=O)[CH2:12][C:11]2[CH:22]=[N:23][NH:24][C:10]1=2.[ClH:26]. (8) Given the product [OH:11][CH2:10][C@@H:9]([NH:8][C:6](=[O:7])[O:5][C:1]([CH3:3])([CH3:2])[CH3:4])[CH2:17][C:18]([NH:20][C:21]1[CH:25]=[CH:24][N:23]([CH3:26])[N:22]=1)=[O:19], predict the reactants needed to synthesize it. The reactants are: [C:1]([O:5][C:6]([NH:8][C@@H:9]([CH2:17][C:18]([NH:20][C:21]1[CH:25]=[CH:24][N:23]([CH3:26])[N:22]=1)=[O:19])[C:10](OC(C)(C)C)=[O:11])=[O:7])([CH3:4])([CH3:3])[CH3:2].C1COCC1.[BH4-].[Li+].[Cl-].[NH4+].